Predict the product of the given reaction. From a dataset of Forward reaction prediction with 1.9M reactions from USPTO patents (1976-2016). (1) Given the reactants [CH3:1][C:2](C)([O-:4])[CH3:3].[K+].[Br:7][C:8]1[CH:9]=[C:10]([Cl:15])[C:11](Cl)=[N:12][CH:13]=1, predict the reaction product. The product is: [Br:7][C:8]1[CH:9]=[C:10]([Cl:15])[C:11]([O:4][CH:2]([CH3:3])[CH3:1])=[N:12][CH:13]=1. (2) Given the reactants [CH2:1]([C@H:8]1[N:13]([C:14]([C:16]2[NH:17][CH:18]=[CH:19][CH:20]=2)=[O:15])[CH2:12][CH2:11][N:10](C(OC(C)(C)C)=O)[CH2:9]1)[C:2]1[CH:7]=[CH:6][CH:5]=[CH:4][CH:3]=1.[O:28]([C:35]1[CH:40]=[CH:39][CH:38]=[CH:37][C:36]=1B(O)O)[C:29]1[CH:34]=[CH:33][CH:32]=[CH:31][CH:30]=1.N1C=CC=CC=1, predict the reaction product. The product is: [CH2:1]([C@@H:8]1[CH2:9][NH:10][CH2:11][CH2:12][N:13]1[C:14]([C:16]1[N:17]([C:30]2[CH:31]=[CH:32][CH:33]=[CH:34][C:29]=2[O:28][C:35]2[CH:36]=[CH:37][CH:38]=[CH:39][CH:40]=2)[CH:18]=[CH:19][CH:20]=1)=[O:15])[C:2]1[CH:3]=[CH:4][CH:5]=[CH:6][CH:7]=1. (3) The product is: [Cl:17][CH:2]([C:4]1[CH:9]=[CH:8][C:7]([CH2:10][NH:11][C:12](=[O:14])[CH3:13])=[CH:6][CH:5]=1)[CH3:3]. Given the reactants O[CH:2]([C:4]1[CH:9]=[CH:8][C:7]([CH2:10][NH:11][C:12](=[O:14])[CH3:13])=[CH:6][CH:5]=1)[CH3:3].S(Cl)([Cl:17])=O.C(=O)([O-])O.[Na+], predict the reaction product. (4) Given the reactants Br[C:2]1[CH:3]=[N:4][C:5]2[N:6]([CH:8]=[C:9]([CH2:11][O:12][C:13]3[CH:14]=[N:15][CH:16]=[CH:17][CH:18]=3)[N:10]=2)[CH:7]=1.[F:19][C:20]1[CH:25]=[C:24]([F:26])[CH:23]=[CH:22][C:21]=1B(O)O, predict the reaction product. The product is: [F:19][C:20]1[CH:25]=[C:24]([F:26])[CH:23]=[CH:22][C:21]=1[C:2]1[CH:3]=[N:4][C:5]2[N:6]([CH:8]=[C:9]([CH2:11][O:12][C:13]3[CH:14]=[N:15][CH:16]=[CH:17][CH:18]=3)[N:10]=2)[CH:7]=1. (5) Given the reactants C(O)(=O)C.C(=O)([O-])O.[K+].[C:10]([NH:14][C:15]([C@@H:17]1[CH2:26][C@H:25]2[C@H:20]([CH2:21][CH2:22][CH2:23][CH2:24]2)[CH2:19][NH:18]1)=[O:16])([CH3:13])([CH3:12])[CH3:11].CS([O:31][C@@H:32]1[C@@H:38]([NH:39][C:40](=[O:52])[C:41]2[CH:46]=[CH:45][CH:44]=[C:43]([O:47]C(=O)C)[C:42]=2[CH3:51])[CH2:37]OC(C)(C)O[CH2:33]1)(=O)=O.[K+].[Br-], predict the reaction product. The product is: [C:10]([NH:14][C:15]([C@@H:17]1[CH2:26][C@H:25]2[C@H:20]([CH2:21][CH2:22][CH2:23][CH2:24]2)[CH2:19][N:18]1[CH2:33][C@H:32]([C@@H:38]1[CH2:37][O:52][C:40]([C:41]2[CH:46]=[CH:45][CH:44]=[C:43]([OH:47])[C:42]=2[CH3:51])=[N:39]1)[OH:31])=[O:16])([CH3:13])([CH3:11])[CH3:12]. (6) Given the reactants [Cl:1][C:2]1[N:3]=[C:4](Cl)[C:5]2[O:10][CH:9]=[CH:8][C:6]=2[N:7]=1.[F:12][CH:13]([F:16])[CH2:14][NH2:15], predict the reaction product. The product is: [Cl:1][C:2]1[N:3]=[C:4]([NH:15][CH2:14][CH:13]([F:16])[F:12])[C:5]2[O:10][CH:9]=[CH:8][C:6]=2[N:7]=1. (7) Given the reactants [F:1][C:2]1[CH:3]=[CH:4][C:5]([N+:12]([O-])=O)=[C:6]([CH:11]=1)[C:7]([NH:9][CH3:10])=[O:8], predict the reaction product. The product is: [NH2:12][C:5]1[CH:4]=[CH:3][C:2]([F:1])=[CH:11][C:6]=1[C:7]([NH:9][CH3:10])=[O:8]. (8) Given the reactants B(Br)(Br)Br.[Cl:5][C:6]1[CH:11]=[CH:10][C:9]([CH2:12][C:13]#[N:14])=[CH:8][C:7]=1[O:15]C, predict the reaction product. The product is: [Cl:5][C:6]1[CH:11]=[CH:10][C:9]([CH2:12][C:13]#[N:14])=[CH:8][C:7]=1[OH:15]. (9) Given the reactants [C:1]1([C:7]2[N:8]=[C:9]([C:12](OCC)=[O:13])[S:10][CH:11]=2)[CH:6]=[CH:5][CH:4]=[CH:3][CH:2]=1.C(=O)=O.O.[Cl-].[Ca+2].[Cl-], predict the reaction product. The product is: [OH:13][CH2:12][C:9]1[S:10][CH:11]=[C:7]([C:1]2[CH:2]=[CH:3][CH:4]=[CH:5][CH:6]=2)[N:8]=1.